From a dataset of Forward reaction prediction with 1.9M reactions from USPTO patents (1976-2016). Predict the product of the given reaction. (1) The product is: [F:1][C:2]1[CH:9]=[C:8]([F:10])[CH:7]=[CH:6][C:3]=1[CH2:4][NH:5][C:11](=[O:20])[CH2:12][CH2:13][CH2:14][CH2:15][CH2:16][CH2:17][CH2:18][CH3:19]. Given the reactants [F:1][C:2]1[CH:9]=[C:8]([F:10])[CH:7]=[CH:6][C:3]=1[CH2:4][NH2:5].[C:11](O)(=[O:20])[CH2:12][CH2:13][CH2:14][CH2:15][CH2:16][CH2:17][CH2:18][CH3:19].Cl.C(N=C=NCCCN(C)C)C, predict the reaction product. (2) Given the reactants C12OC(CC1)CN(C1N=C(C3C=CC(N)=CC=3)N=C3N(C(COC)COC)N=CC=13)C2.ClC(Cl)(OC(=O)OC(Cl)(Cl)Cl)Cl.[CH2:44]([OH:47])[CH2:45][OH:46].[CH3:48][O:49][CH2:50][CH:51]([N:55]1[C:59]2=[N:60][C:61]([C:72]3[CH:77]=[CH:76][C:75]([N:78]=[C:79]=[O:80])=[CH:74][CH:73]=3)=[N:62][C:63]([N:64]3[CH2:70][CH:69]4[O:71][CH:66]([CH2:67][CH2:68]4)[CH2:65]3)=[C:58]2[CH:57]=[N:56]1)[CH2:52][O:53][CH3:54], predict the reaction product. The product is: [OH:46][CH2:45][CH2:44][O:47][C:79](=[O:80])[NH:78][C:75]1[CH:74]=[CH:73][C:72]([C:61]2[N:60]=[C:59]3[N:55]([CH:51]([CH2:50][O:49][CH3:48])[CH2:52][O:53][CH3:54])[N:56]=[CH:57][C:58]3=[C:63]([N:64]3[CH2:65][CH:66]4[O:71][CH:69]([CH2:68][CH2:67]4)[CH2:70]3)[N:62]=2)=[CH:77][CH:76]=1. (3) Given the reactants [CH3:1][O:2][C:3]1[CH:4]=[C:5]([CH:19]=[CH:20][CH:21]=1)[CH2:6][N:7]1[C:15]2[C:10](=[CH:11][CH:12]=[CH:13][CH:14]=2)[CH:9]=[C:8]1[C:16](O)=[O:17].CCN(CC)CC.C1N(P(Cl)(N2C(=O)OCC2)=O)C(=O)OC1.[I:44][C:45]1[CH:50]=[CH:49][C:48]([NH2:51])=[CH:47][CH:46]=1, predict the reaction product. The product is: [I:44][C:45]1[CH:50]=[CH:49][C:48]([NH:51][C:16]([C:8]2[N:7]([CH2:6][C:5]3[CH:19]=[CH:20][CH:21]=[C:3]([O:2][CH3:1])[CH:4]=3)[C:15]3[C:10]([CH:9]=2)=[CH:11][CH:12]=[CH:13][CH:14]=3)=[O:17])=[CH:47][CH:46]=1. (4) Given the reactants [CH2:1]([O:3][C:4](=[O:13])[CH2:5][C:6]1[CH:11]=[CH:10][N:9]=[C:8](Cl)[CH:7]=1)[CH3:2].[C:14]([O:18][C:19](=[O:43])[N:20]([CH2:41][CH3:42])[CH2:21][C:22]1[CH:27]=[C:26]([C:28]([F:31])([F:30])[F:29])[CH:25]=[CH:24][C:23]=1B1OC(C)(C)C(C)(C)O1)([CH3:17])([CH3:16])[CH3:15], predict the reaction product. The product is: [CH2:1]([O:3][C:4](=[O:13])[CH2:5][C:6]1[CH:11]=[CH:10][N:9]=[C:8]([C:23]2[CH:24]=[CH:25][C:26]([C:28]([F:31])([F:29])[F:30])=[CH:27][C:22]=2[CH2:21][N:20]([C:19]([O:18][C:14]([CH3:15])([CH3:17])[CH3:16])=[O:43])[CH2:41][CH3:42])[CH:7]=1)[CH3:2].